This data is from Full USPTO retrosynthesis dataset with 1.9M reactions from patents (1976-2016). The task is: Predict the reactants needed to synthesize the given product. (1) Given the product [CH2:1]([N:3]1[C:12]2[C:7](=[N:8][CH:9]=[C:10]([CH2:13][C:14]3[CH:19]=[CH:18][C:17]([F:20])=[CH:16][CH:15]=3)[CH:11]=2)[C:6]([OH:21])=[C:5]([C:22]([NH:28][C@H:29]([CH3:32])[CH2:30][OH:31])=[O:23])[C:4]1=[O:27])[CH3:2], predict the reactants needed to synthesize it. The reactants are: [CH2:1]([N:3]1[C:12]2[C:7](=[N:8][CH:9]=[C:10]([CH2:13][C:14]3[CH:19]=[CH:18][C:17]([F:20])=[CH:16][CH:15]=3)[CH:11]=2)[C:6]([OH:21])=[C:5]([C:22](OCC)=[O:23])[C:4]1=[O:27])[CH3:2].[NH2:28][C@H:29]([CH3:32])[CH2:30][OH:31]. (2) Given the product [CH:12]1[C:8]2[CH2:9][CH2:10][C:11]3[CH:1]=[CH:2][CH:3]=[CH:4][C:5]=3[C:6](=[CH:16][C:17]3[CH:18]=[C:19]([NH:23][S:26]([CH2:24][CH3:25])(=[O:28])=[O:27])[CH:20]=[CH:21][CH:22]=3)[C:7]=2[CH:15]=[CH:14][CH:13]=1, predict the reactants needed to synthesize it. The reactants are: [CH2:1]1[C:11]2[C:5]([C:6](=[CH:16][C:17]3[CH:18]=[C:19]([NH2:23])[CH:20]=[CH:21][CH:22]=3)[C:7]3[CH:15]=[CH:14][CH:13]=[CH:12][C:8]=3[CH2:9][CH:10]=2)=[CH:4][CH:3]=[CH:2]1.[CH2:24]([S:26](Cl)(=[O:28])=[O:27])[CH3:25]. (3) Given the product [NH2:7][CH2:8][CH2:9][N:10]([CH2:11][C:12]([N:14]1[CH2:18][C:17](=[O:19])[N:16]([C:20]2[CH:25]=[CH:24][CH:23]=[C:22]([Cl:26])[C:21]=2[CH3:27])[CH2:15]1)=[O:13])[C:28](=[O:36])[C:29]1[CH:34]=[CH:33][CH:32]=[C:31]([Cl:35])[CH:30]=1, predict the reactants needed to synthesize it. The reactants are: C(OC(=O)[NH:7][CH2:8][CH2:9][N:10]([C:28](=[O:36])[C:29]1[CH:34]=[CH:33][CH:32]=[C:31]([Cl:35])[CH:30]=1)[CH2:11][C:12]([N:14]1[CH2:18][C:17](=[O:19])[N:16]([C:20]2[CH:25]=[CH:24][CH:23]=[C:22]([Cl:26])[C:21]=2[CH3:27])[CH2:15]1)=[O:13])(C)(C)C. (4) Given the product [CH3:22][O:23][C:24](=[O:37])[C@@H:25]([NH:36][CH2:11][CH2:10][N:9]([CH2:8][CH2:7][C:6]([O:5][C:1]([CH3:4])([CH3:3])[CH3:2])=[O:21])[C:13]1[CH:18]=[CH:17][C:16]([Cl:19])=[C:15]([Cl:20])[CH:14]=1)[CH2:26][CH2:27][O:28][CH2:29][C:30]1[CH:35]=[CH:34][CH:33]=[CH:32][CH:31]=1, predict the reactants needed to synthesize it. The reactants are: [C:1]([O:5][C:6](=[O:21])[CH2:7][CH2:8][N:9]([C:13]1[CH:18]=[CH:17][C:16]([Cl:19])=[C:15]([Cl:20])[CH:14]=1)[CH2:10][CH:11]=O)([CH3:4])([CH3:3])[CH3:2].[CH3:22][O:23][C:24](=[O:37])[C@@H:25]([NH2:36])[CH2:26][CH2:27][O:28][CH2:29][C:30]1[CH:35]=[CH:34][CH:33]=[CH:32][CH:31]=1.Cl.C(N(CC)CC)C.B.N1C=CC=CC=1.